This data is from Peptide-MHC class I binding affinity with 185,985 pairs from IEDB/IMGT. The task is: Regression. Given a peptide amino acid sequence and an MHC pseudo amino acid sequence, predict their binding affinity value. This is MHC class I binding data. (1) The peptide sequence is VSSVNTTSK. The MHC is HLA-A11:01 with pseudo-sequence HLA-A11:01. The binding affinity (normalized) is 0.331. (2) The peptide sequence is YMVVDGSVM. The MHC is HLA-B15:03 with pseudo-sequence HLA-B15:03. The binding affinity (normalized) is 0.996. (3) The peptide sequence is SVFELSNFA. The binding affinity (normalized) is 0.0847. The MHC is HLA-B18:01 with pseudo-sequence HLA-B18:01. (4) The peptide sequence is LMNVITLVY. The MHC is HLA-A24:02 with pseudo-sequence HLA-A24:02. The binding affinity (normalized) is 0.